Dataset: Forward reaction prediction with 1.9M reactions from USPTO patents (1976-2016). Task: Predict the product of the given reaction. (1) Given the reactants [NH2:1][C:2]1[CH:31]=[CH:30][C:5]([CH2:6][CH2:7][NH:8][C:9]2[C:10]3[C:17]([C:18]4[CH:23]=[CH:22][CH:21]=[CH:20][CH:19]=4)=[C:16]([C:24]4[CH:29]=[CH:28][CH:27]=[CH:26][CH:25]=4)[O:15][C:11]=3[N:12]=[CH:13][N:14]=2)=[CH:4][CH:3]=1.[C:32]1([N:38]=[C:39]=[O:40])[CH:37]=[CH:36][CH:35]=[CH:34][CH:33]=1, predict the reaction product. The product is: [C:18]1([C:17]2[C:10]3[C:9]([NH:8][CH2:7][CH2:6][C:5]4[CH:30]=[CH:31][C:2]([NH:1][C:39]([NH:38][C:32]5[CH:37]=[CH:36][CH:35]=[CH:34][CH:33]=5)=[O:40])=[CH:3][CH:4]=4)=[N:14][CH:13]=[N:12][C:11]=3[O:15][C:16]=2[C:24]2[CH:25]=[CH:26][CH:27]=[CH:28][CH:29]=2)[CH:23]=[CH:22][CH:21]=[CH:20][CH:19]=1. (2) The product is: [CH2:1]([C:3]1[CH:8]=[CH:7][C:6]([NH:9][C:10]2[C:21]([F:22])=[C:20]([F:23])[CH:19]=[CH:18][C:11]=2[C:12](=[O:13])[CH2:28][CH2:27][CH:26]=[CH2:25])=[C:5]([F:24])[CH:4]=1)[CH3:2]. Given the reactants [CH2:1]([C:3]1[CH:8]=[CH:7][C:6]([NH:9][C:10]2[C:21]([F:22])=[C:20]([F:23])[CH:19]=[CH:18][C:11]=2[C:12](N(OC)C)=[O:13])=[C:5]([F:24])[CH:4]=1)[CH3:2].[CH2:25]([Mg]Cl)[CH2:26][CH:27]=[CH2:28].O, predict the reaction product. (3) Given the reactants [CH3:1][C:2]1[N:6]([C:7]2[CH:12]=[CH:11][CH:10]=[CH:9][CH:8]=2)[N:5]=[CH:4][C:3]=1[CH2:13][OH:14].C[N+]1([O-])CCOCC1, predict the reaction product. The product is: [CH3:1][C:2]1[N:6]([C:7]2[CH:12]=[CH:11][CH:10]=[CH:9][CH:8]=2)[N:5]=[CH:4][C:3]=1[CH:13]=[O:14]. (4) Given the reactants [CH:1]([N:14]1[CH2:19][CH2:18][CH:17]([CH2:20][O:21][C:22]2[C:30](Cl)=[CH:29][C:25]([C:26]([OH:28])=[O:27])=[C:24]([F:32])[CH:23]=2)[CH2:16][CH2:15]1)([C:8]1[CH:13]=[CH:12][CH:11]=[CH:10][CH:9]=1)[C:2]1[CH:7]=[CH:6][CH:5]=[CH:4][CH:3]=1.[CH:33]1(B(O)O)[CH2:35][CH2:34]1.P([O-])([O-])([O-])=O.[K+].[K+].[K+].F[B-](F)(F)F.C1(P(C2CCCCC2)C2CCCCC2)CCCCC1, predict the reaction product. The product is: [CH:1]([N:14]1[CH2:19][CH2:18][CH:17]([CH2:20][O:21][C:22]2[C:30]([CH:33]3[CH2:35][CH2:34]3)=[CH:29][C:25]([C:26]([OH:28])=[O:27])=[C:24]([F:32])[CH:23]=2)[CH2:16][CH2:15]1)([C:8]1[CH:13]=[CH:12][CH:11]=[CH:10][CH:9]=1)[C:2]1[CH:7]=[CH:6][CH:5]=[CH:4][CH:3]=1. (5) Given the reactants C(NC(C)C)(C)C.[H-].[Na+].[C:10]([OH:15])(=[O:14])[CH:11]([CH3:13])[CH3:12].C([Li])CCC.CCCCCC.Br[CH2:28][CH2:29][C:30]1[CH:35]=[CH:34][CH:33]=[CH:32][CH:31]=1, predict the reaction product. The product is: [CH3:12][C:11]([CH3:13])([CH2:28][CH2:29][C:30]1[CH:35]=[CH:34][CH:33]=[CH:32][CH:31]=1)[C:10]([OH:15])=[O:14]. (6) Given the reactants Cl.[C:2]([C:4]1[CH:5]=[C:6]2[C:10](=[CH:11][CH:12]=1)[NH:9][CH:8]=[C:7]2[CH2:13][CH2:14][CH2:15][CH2:16][N:17]1[CH2:22][CH2:21][N:20]([C:23]2[CH:24]=[CH:25][C:26]3[O:30][C:29]([C:31]([O:33]CC)=O)=[CH:28][C:27]=3[CH:36]=2)[CH2:19][CH2:18]1)#[N:3].C(O)C.C([NH2:42])=O.CC[O-].[Na+], predict the reaction product. The product is: [CH:12]1[C:4]([C:2]#[N:3])=[CH:5][C:6]2[C:7]([CH2:13][CH2:14][CH2:15][CH2:16][N:17]3[CH2:22][CH2:21][N:20]([C:23]4[CH:24]=[CH:25][C:26]5[O:30][C:29]([C:31]([NH2:42])=[O:33])=[CH:28][C:27]=5[CH:36]=4)[CH2:19][CH2:18]3)=[CH:8][NH:9][C:10]=2[CH:11]=1. (7) Given the reactants [Cl:1][C:2]1[CH:7]=[CH:6][C:5]([C:8]2([C:12]3[N:13]=[C:14]([NH:17][CH2:18][CH2:19][CH2:20][N:21]([CH2:24][CH3:25])[CH2:22][CH3:23])[S:15][CH:16]=3)[CH2:11][CH2:10][CH2:9]2)=[CH:4][CH:3]=1.[C:26]([OH:38])(=[O:37])[CH2:27][C:28]([CH2:33][C:34]([OH:36])=[O:35])([C:30]([OH:32])=[O:31])[OH:29], predict the reaction product. The product is: [C:26]([OH:38])(=[O:37])[CH2:27][C:28]([CH2:33][C:34]([OH:36])=[O:35])([C:30]([OH:32])=[O:31])[OH:29].[Cl:1][C:2]1[CH:7]=[CH:6][C:5]([C:8]2([C:12]3[N:13]=[C:14]([NH:17][CH2:18][CH2:19][CH2:20][N:21]([CH2:22][CH3:23])[CH2:24][CH3:25])[S:15][CH:16]=3)[CH2:11][CH2:10][CH2:9]2)=[CH:4][CH:3]=1. (8) The product is: [CH3:25][C:15]1[CH:20]=[CH:19][C:18]([S:21]([OH:24])(=[O:23])=[O:22])=[CH:17][CH:16]=1. Given the reactants Cl.[K].NC1C=CC(F)=CC=1S.[OH-].[K+].O.[C:15]1([CH3:25])[CH:20]=[CH:19][C:18]([S:21]([OH:24])(=[O:23])=[O:22])=[CH:17][CH:16]=1, predict the reaction product. (9) Given the reactants [Br:1][C:2]1[C:10]2[N:9]=[CH:8][NH:7][C:6]=2[CH:5]=[CH:4][CH:3]=1.[F:11][C:12]1[CH:17]=[CH:16][C:15](B(O)O)=[CH:14][CH:13]=1.C(N(CC)CC)C, predict the reaction product. The product is: [Br:1][C:2]1[C:10]2[N:9]=[CH:8][N:7]([C:15]3[CH:16]=[CH:17][C:12]([F:11])=[CH:13][CH:14]=3)[C:6]=2[CH:5]=[CH:4][CH:3]=1.